Dataset: NCI-60 drug combinations with 297,098 pairs across 59 cell lines. Task: Regression. Given two drug SMILES strings and cell line genomic features, predict the synergy score measuring deviation from expected non-interaction effect. (1) Drug 1: C1=NC2=C(N1)C(=S)N=C(N2)N. Drug 2: CCCCC(=O)OCC(=O)C1(CC(C2=C(C1)C(=C3C(=C2O)C(=O)C4=C(C3=O)C=CC=C4OC)O)OC5CC(C(C(O5)C)O)NC(=O)C(F)(F)F)O. Cell line: HL-60(TB). Synergy scores: CSS=54.7, Synergy_ZIP=2.56, Synergy_Bliss=3.40, Synergy_Loewe=4.89, Synergy_HSA=5.12. (2) Drug 1: CC1=CC2C(CCC3(C2CCC3(C(=O)C)OC(=O)C)C)C4(C1=CC(=O)CC4)C. Drug 2: CC1=C(N=C(N=C1N)C(CC(=O)N)NCC(C(=O)N)N)C(=O)NC(C(C2=CN=CN2)OC3C(C(C(C(O3)CO)O)O)OC4C(C(C(C(O4)CO)O)OC(=O)N)O)C(=O)NC(C)C(C(C)C(=O)NC(C(C)O)C(=O)NCCC5=NC(=CS5)C6=NC(=CS6)C(=O)NCCC[S+](C)C)O. Cell line: LOX IMVI. Synergy scores: CSS=1.93, Synergy_ZIP=-2.51, Synergy_Bliss=-1.63, Synergy_Loewe=-9.93, Synergy_HSA=-1.77. (3) Drug 1: CC1C(C(CC(O1)OC2CC(OC(C2O)C)OC3=CC4=CC5=C(C(=O)C(C(C5)C(C(=O)C(C(C)O)O)OC)OC6CC(C(C(O6)C)O)OC7CC(C(C(O7)C)O)OC8CC(C(C(O8)C)O)(C)O)C(=C4C(=C3C)O)O)O)O. Drug 2: COCCOC1=C(C=C2C(=C1)C(=NC=N2)NC3=CC=CC(=C3)C#C)OCCOC.Cl. Cell line: MDA-MB-435. Synergy scores: CSS=12.6, Synergy_ZIP=0.964, Synergy_Bliss=-1.37, Synergy_Loewe=-37.2, Synergy_HSA=-4.84. (4) Drug 1: CN1CCC(CC1)COC2=C(C=C3C(=C2)N=CN=C3NC4=C(C=C(C=C4)Br)F)OC. Drug 2: C(=O)(N)NO. Cell line: NCI-H226. Synergy scores: CSS=11.2, Synergy_ZIP=1.66, Synergy_Bliss=1.25, Synergy_Loewe=-1.81, Synergy_HSA=2.01.